Dataset: Catalyst prediction with 721,799 reactions and 888 catalyst types from USPTO. Task: Predict which catalyst facilitates the given reaction. Reactant: C([O:8][C:9]1[CH:14]=[CH:13][C:12]([CH2:15][C:16]([O:18][C:19]([CH3:22])([CH3:21])[CH3:20])=[O:17])=[CH:11][CH:10]=1)C1C=CC=CC=1.[H][H]. Product: [C:19]([O:18][C:16](=[O:17])[CH2:15][C:12]1[CH:11]=[CH:10][C:9]([OH:8])=[CH:14][CH:13]=1)([CH3:22])([CH3:20])[CH3:21]. The catalyst class is: 43.